The task is: Binary Classification. Given a drug SMILES string, predict its activity (active/inactive) in a high-throughput screening assay against a specified biological target.. This data is from Kir2.1 potassium channel HTS with 301,493 compounds. (1) The drug is O(c1cc(Nc2nc(cc(c2C#N)C)C)ccc1OC)C. The result is 0 (inactive). (2) The molecule is O1CCN(CC1)CCNc1nc2c(n3c1nnc3)cccc2. The result is 0 (inactive). (3) The drug is O(c1ccc(Nc2c3c(ncc2)cccc3)cc1)C. The result is 1 (active). (4) The molecule is S(c1n(COC(=O)c2ccc([N+]([O-])=O)cc2)c(=O)c(nn1)C)C. The result is 0 (inactive). (5) The drug is Clc1ccc(n2nnc3c2ncn(Cc2ncccc2)c3=O)cc1. The result is 0 (inactive).